This data is from Forward reaction prediction with 1.9M reactions from USPTO patents (1976-2016). The task is: Predict the product of the given reaction. (1) Given the reactants [CH2:1]([C:8]1[N:12]([CH:13]([CH:23]2[CH2:28][CH2:27][CH2:26]CC2)[C:14]([NH:16][CH:17]2[CH2:22][CH2:21][CH2:20]C[CH2:18]2)=[O:15])[C:11]2[CH:29]=[C:30]([Cl:34])[C:31]([F:33])=[CH:32][C:10]=2[N:9]=1)C1C=CC=CC=1.[CH:35]1(C=O)[CH2:40][CH2:39][CH2:38][CH2:37][CH2:36]1.[S:43]1CCC(CC=O)[CH2:45][CH2:44]1.ClC1C=C(C[C:60](O)=[O:61])C=CC=1.C1(C(OC)C(O)=O)CCCCC1.C1([N+]#[C-])CCCCC1.C1([N+]#[C-])CCCC1, predict the reaction product. The product is: [Cl:34][C:30]1[C:31]([F:33])=[CH:32][C:10]2[N:9]=[C:8]([CH:1]([CH:35]3[CH2:36][CH2:37][CH2:38][CH2:39][CH2:40]3)[O:61][CH3:60])[N:12]([CH:13]([CH2:23][CH:28]3[CH2:45][CH2:44][S:43][CH2:26][CH2:27]3)[C:14]([NH:16][CH:17]3[CH2:22][CH2:21][CH2:20][CH2:18]3)=[O:15])[C:11]=2[CH:29]=1. (2) Given the reactants [CH3:1][C:2]([CH3:27])([CH3:26])[C@H:3]([NH:8][C:9]([C:11]1[N:12]=[C:13]([C:20]2[CH:25]=[CH:24][CH:23]=[CH:22][CH:21]=2)[N:14]2[CH2:19][CH2:18][NH:17][CH2:16][C:15]=12)=[O:10])[C:4]([NH:6][CH3:7])=[O:5].CCN(C(C)C)C(C)C.Cl[C:38]1[N:43]=[CH:42][CH:41]=[CH:40][N:39]=1, predict the reaction product. The product is: [CH3:1][C:2]([CH3:27])([CH3:26])[CH:3]([NH:8][C:9]([C:11]1[N:12]=[C:13]([C:20]2[CH:21]=[CH:22][CH:23]=[CH:24][CH:25]=2)[N:14]2[CH2:19][CH2:18][N:17]([C:38]3[N:43]=[CH:42][CH:41]=[CH:40][N:39]=3)[CH2:16][C:15]=12)=[O:10])[C:4]([NH:6][CH3:7])=[O:5]. (3) Given the reactants FC1C=C(C[C@H](C2C([C:34]3[CH:35]=[CH:36][C:37]([F:43])=[C:38]([CH:42]=3)[C:39]([NH2:41])=[O:40])=CN=C(NCCOC)N=2)NC(=O)CN2C3CCCCC=3C(C(F)(F)F)=N2)C=C(F)C=1.Br[C:50]1[C:51]([C@@H:64]([NH:74][C:75](=[O:93])[CH2:76][N:77]2[C:85]3[C:84]([F:87])([F:86])[CH2:83][CH2:82][C:81]([F:89])([F:88])[C:80]=3[C:79]([CH:90]([F:92])[F:91])=[N:78]2)[CH2:65][C:66]2[CH:71]=[C:70]([F:72])[CH:69]=[C:68]([F:73])[CH:67]=2)=[N:52][C:53]([NH:56][CH2:57][CH2:58][O:59][CH2:60][CH2:61][O:62][CH3:63])=[N:54][CH:55]=1, predict the reaction product. The product is: [F:91][CH:90]([F:92])[C:79]1[C:80]2[C:81]([F:89])([F:88])[CH2:82][CH2:83][C:84]([F:86])([F:87])[C:85]=2[N:77]([CH2:76][C:75]([NH:74][C@H:64]([C:51]2[C:50]([C:34]3[CH:35]=[CH:36][C:37]([F:43])=[C:38]([CH:42]=3)[C:39]([NH2:41])=[O:40])=[CH:55][N:54]=[C:53]([NH:56][CH2:57][CH2:58][O:59][CH2:60][CH2:61][O:62][CH3:63])[N:52]=2)[CH2:65][C:66]2[CH:71]=[C:70]([F:72])[CH:69]=[C:68]([F:73])[CH:67]=2)=[O:93])[N:78]=1. (4) Given the reactants [CH2:1]([O:3][C:4](=[O:18])[CH:5]([O:15][CH2:16][CH3:17])[CH2:6][C:7]1[CH:12]=[CH:11][C:10]([OH:13])=[C:9]([F:14])[CH:8]=1)[CH3:2].[C:19]1([C:25]2[S:26][CH:27]=[C:28]([CH2:30][CH2:31][CH2:32]O)[N:29]=2)[CH:24]=[CH:23][CH:22]=[CH:21][CH:20]=1.C1(P(C2C=CC=CC=2)C2C=CC=CC=2)C=CC=CC=1.N(C(OCC)=O)=NC(OCC)=O, predict the reaction product. The product is: [CH2:1]([O:3][C:4](=[O:18])[CH:5]([O:15][CH2:16][CH3:17])[CH2:6][C:7]1[CH:12]=[CH:11][C:10]([O:13][CH2:32][CH2:31][CH2:30][C:28]2[N:29]=[C:25]([C:19]3[CH:24]=[CH:23][CH:22]=[CH:21][CH:20]=3)[S:26][CH:27]=2)=[C:9]([F:14])[CH:8]=1)[CH3:2]. (5) Given the reactants [C:1]1([CH:7]2[NH:10][C:9](=O)[CH2:8]2)[CH:6]=[CH:5][CH:4]=[CH:3][CH:2]=1.[H-].[Al+3].[Li+].[H-].[H-].[H-].[Cl-].[NH4+], predict the reaction product. The product is: [C:1]1([CH:7]2[CH2:8][CH2:9][NH:10]2)[CH:6]=[CH:5][CH:4]=[CH:3][CH:2]=1. (6) Given the reactants [NH:1]1[C:9]2[C:4](=[CH:5][CH:6]=[CH:7][CH:8]=2)[CH:3]=[C:2]1[C:10]1[N:11]=[C:12]([S:20]C)[N:13]2[CH:18]=[CH:17][N:16]=[C:15]([NH2:19])[C:14]=12.[BrH:22], predict the reaction product. The product is: [BrH:22].[NH2:19][C:15]1[C:14]2[N:13]([C:12](=[S:20])[NH:11][C:10]=2[C:2]2[NH:1][C:9]3[C:4]([CH:3]=2)=[CH:5][CH:6]=[CH:7][CH:8]=3)[CH:18]=[CH:17][N:16]=1.